This data is from Peptide-MHC class I binding affinity with 185,985 pairs from IEDB/IMGT. The task is: Regression. Given a peptide amino acid sequence and an MHC pseudo amino acid sequence, predict their binding affinity value. This is MHC class I binding data. (1) The peptide sequence is QLQDTQELL. The MHC is HLA-A02:06 with pseudo-sequence HLA-A02:06. The binding affinity (normalized) is 0.219. (2) The peptide sequence is KLQDLTLRC. The MHC is HLA-A69:01 with pseudo-sequence HLA-A69:01. The binding affinity (normalized) is 0.0847. (3) The peptide sequence is DLANSHQRSDS. The MHC is H-2-Kb with pseudo-sequence H-2-Kb. The binding affinity (normalized) is 0.0301. (4) The peptide sequence is KALMQLTTK. The MHC is HLA-A03:01 with pseudo-sequence HLA-A03:01. The binding affinity (normalized) is 0.520. (5) The peptide sequence is MPVGGQSSF. The MHC is HLA-B35:01 with pseudo-sequence HLA-B35:01. The binding affinity (normalized) is 0.794. (6) The peptide sequence is KAAVDLSHFL. The MHC is HLA-B18:01 with pseudo-sequence HLA-B18:01. The binding affinity (normalized) is 0.